Dataset: NCI-60 drug combinations with 297,098 pairs across 59 cell lines. Task: Regression. Given two drug SMILES strings and cell line genomic features, predict the synergy score measuring deviation from expected non-interaction effect. (1) Drug 1: CC1=C2C(C(=O)C3(C(CC4C(C3C(C(C2(C)C)(CC1OC(=O)C(C(C5=CC=CC=C5)NC(=O)C6=CC=CC=C6)O)O)OC(=O)C7=CC=CC=C7)(CO4)OC(=O)C)O)C)OC(=O)C. Drug 2: CC1C(C(CC(O1)OC2CC(CC3=C2C(=C4C(=C3O)C(=O)C5=CC=CC=C5C4=O)O)(C(=O)C)O)N)O. Cell line: HL-60(TB). Synergy scores: CSS=41.6, Synergy_ZIP=-7.08, Synergy_Bliss=-12.2, Synergy_Loewe=-8.02, Synergy_HSA=-6.58. (2) Drug 1: CC1CCC2CC(C(=CC=CC=CC(CC(C(=O)C(C(C(=CC(C(=O)CC(OC(=O)C3CCCCN3C(=O)C(=O)C1(O2)O)C(C)CC4CCC(C(C4)OC)O)C)C)O)OC)C)C)C)OC. Drug 2: CC12CCC3C(C1CCC2O)C(CC4=C3C=CC(=C4)O)CCCCCCCCCS(=O)CCCC(C(F)(F)F)(F)F. Cell line: MDA-MB-435. Synergy scores: CSS=-2.18, Synergy_ZIP=2.97, Synergy_Bliss=5.45, Synergy_Loewe=-0.403, Synergy_HSA=0.582. (3) Drug 1: CC1=CC=C(C=C1)C2=CC(=NN2C3=CC=C(C=C3)S(=O)(=O)N)C(F)(F)F. Drug 2: C1C(C(OC1N2C=NC3=C(N=C(N=C32)Cl)N)CO)O. Cell line: HCT-15. Synergy scores: CSS=30.4, Synergy_ZIP=-0.328, Synergy_Bliss=1.24, Synergy_Loewe=-26.5, Synergy_HSA=-0.724. (4) Drug 1: CC1=C(C=C(C=C1)NC2=NC=CC(=N2)N(C)C3=CC4=NN(C(=C4C=C3)C)C)S(=O)(=O)N.Cl. Drug 2: CN1C2=C(C=C(C=C2)N(CCCl)CCCl)N=C1CCCC(=O)O.Cl. Cell line: SR. Synergy scores: CSS=41.4, Synergy_ZIP=3.78, Synergy_Bliss=-2.66, Synergy_Loewe=-0.172, Synergy_HSA=-0.405. (5) Drug 1: C1=NC2=C(N1)C(=S)N=CN2. Drug 2: C1CCC(C(C1)N)N.C(=O)(C(=O)[O-])[O-].[Pt+4]. Cell line: IGROV1. Synergy scores: CSS=5.90, Synergy_ZIP=-3.48, Synergy_Bliss=0.882, Synergy_Loewe=-6.12, Synergy_HSA=-0.987. (6) Drug 1: CC1OCC2C(O1)C(C(C(O2)OC3C4COC(=O)C4C(C5=CC6=C(C=C35)OCO6)C7=CC(=C(C(=C7)OC)O)OC)O)O. Drug 2: CS(=O)(=O)OCCCCOS(=O)(=O)C. Cell line: BT-549. Synergy scores: CSS=24.1, Synergy_ZIP=-2.89, Synergy_Bliss=-1.86, Synergy_Loewe=-14.5, Synergy_HSA=-0.260.